This data is from NCI-60 drug combinations with 297,098 pairs across 59 cell lines. The task is: Regression. Given two drug SMILES strings and cell line genomic features, predict the synergy score measuring deviation from expected non-interaction effect. (1) Drug 1: CCC1=CC2CC(C3=C(CN(C2)C1)C4=CC=CC=C4N3)(C5=C(C=C6C(=C5)C78CCN9C7C(C=CC9)(C(C(C8N6C)(C(=O)OC)O)OC(=O)C)CC)OC)C(=O)OC.C(C(C(=O)O)O)(C(=O)O)O. Drug 2: C1=NC2=C(N1)C(=S)N=CN2. Cell line: COLO 205. Synergy scores: CSS=35.5, Synergy_ZIP=-5.40, Synergy_Bliss=-0.927, Synergy_Loewe=-13.7, Synergy_HSA=0.523. (2) Drug 1: CC(C)(C#N)C1=CC(=CC(=C1)CN2C=NC=N2)C(C)(C)C#N. Drug 2: CC1=C(C=C(C=C1)C(=O)NC2=CC(=CC(=C2)C(F)(F)F)N3C=C(N=C3)C)NC4=NC=CC(=N4)C5=CN=CC=C5. Cell line: T-47D. Synergy scores: CSS=-3.02, Synergy_ZIP=-0.0459, Synergy_Bliss=-2.42, Synergy_Loewe=-6.93, Synergy_HSA=-4.83. (3) Drug 1: CN(CC1=CN=C2C(=N1)C(=NC(=N2)N)N)C3=CC=C(C=C3)C(=O)NC(CCC(=O)O)C(=O)O. Drug 2: C1CC(CCC1OC2=C(C(=CC=C2)Cl)F)(CC3=NC(=CC=C3)NC4=NC=CS4)C(=O)O. Cell line: NCIH23. Synergy scores: CSS=75.1, Synergy_ZIP=3.43, Synergy_Bliss=1.84, Synergy_Loewe=-1.69, Synergy_HSA=4.00. (4) Drug 1: CCN(CC)CCNC(=O)C1=C(NC(=C1C)C=C2C3=C(C=CC(=C3)F)NC2=O)C. Drug 2: CN1C2=C(C=C(C=C2)N(CCCl)CCCl)N=C1CCCC(=O)O.Cl. Cell line: OVCAR-5. Synergy scores: CSS=-4.74, Synergy_ZIP=1.87, Synergy_Bliss=-2.39, Synergy_Loewe=-5.71, Synergy_HSA=-5.38. (5) Drug 1: C1=CC(=CC=C1C#N)C(C2=CC=C(C=C2)C#N)N3C=NC=N3. Drug 2: C1CN1C2=NC(=NC(=N2)N3CC3)N4CC4. Cell line: IGROV1. Synergy scores: CSS=18.6, Synergy_ZIP=-5.38, Synergy_Bliss=1.21, Synergy_Loewe=-0.887, Synergy_HSA=1.28. (6) Drug 1: CCC1=CC2CC(C3=C(CN(C2)C1)C4=CC=CC=C4N3)(C5=C(C=C6C(=C5)C78CCN9C7C(C=CC9)(C(C(C8N6C)(C(=O)OC)O)OC(=O)C)CC)OC)C(=O)OC.C(C(C(=O)O)O)(C(=O)O)O. Drug 2: C1=NC2=C(N=C(N=C2N1C3C(C(C(O3)CO)O)O)F)N. Cell line: NCI/ADR-RES. Synergy scores: CSS=12.4, Synergy_ZIP=-7.64, Synergy_Bliss=-4.31, Synergy_Loewe=-13.2, Synergy_HSA=-2.99.